Task: Regression. Given a peptide amino acid sequence and an MHC pseudo amino acid sequence, predict their binding affinity value. This is MHC class II binding data.. Dataset: Peptide-MHC class II binding affinity with 134,281 pairs from IEDB The peptide sequence is KKLKREITFHGAK. The MHC is DRB1_0401 with pseudo-sequence DRB1_0401. The binding affinity (normalized) is 0.381.